From a dataset of Catalyst prediction with 721,799 reactions and 888 catalyst types from USPTO. Predict which catalyst facilitates the given reaction. (1) Reactant: [C@@H:1]12[CH2:7][C@@H:4]([CH2:5][CH2:6]1)[CH2:3][C@H:2]2[N:8]1[CH2:13][CH2:12][CH:11]([C:14]2[CH:19]=[CH:18][CH:17]=[CH:16][C:15]=2[O:20]C)[CH2:10][CH2:9]1.Br. Product: [C@@H:1]12[CH2:7][C@@H:4]([CH2:5][CH2:6]1)[CH2:3][C@H:2]2[N:8]1[CH2:9][CH2:10][CH:11]([C:14]2[CH:19]=[CH:18][CH:17]=[CH:16][C:15]=2[OH:20])[CH2:12][CH2:13]1. The catalyst class is: 15. (2) Reactant: [CH3:1][O:2][C:3]1[CH:8]=[CH:7][C:6]([N+:9]([O-:11])=[O:10])=[CH:5][C:4]=1[OH:12].I[CH2:14][CH3:15].C(=O)([O-])[O-].[K+].[K+]. Product: [CH2:14]([O:12][C:4]1[CH:5]=[C:6]([N+:9]([O-:11])=[O:10])[CH:7]=[CH:8][C:3]=1[O:2][CH3:1])[CH3:15]. The catalyst class is: 21. (3) Reactant: [C:1]1([CH3:42])[C:2]([S:7]([O:10][CH2:11][C@H:12]([CH2:21][O:22][C:23](=[O:41])[CH2:24][CH2:25][CH2:26][CH2:27][CH2:28][CH2:29][CH2:30][CH2:31][CH2:32][CH2:33][CH2:34][CH2:35][CH2:36][CH2:37][CH2:38][CH2:39][CH3:40])[CH2:13][CH:14](OCC)[O:15]CC)(=[O:9])=[O:8])=[CH:3][CH:4]=[CH:5][CH:6]=1.OS(C(F)(F)F)(=O)=O.CCCCCCC. Product: [C:23]([O:22][CH2:21][C@@H:12]([CH2:11][O:10][S:7]([C:2]1[C:1]([CH3:42])=[CH:6][CH:5]=[CH:4][CH:3]=1)(=[O:9])=[O:8])[CH2:13][CH:14]=[O:15])(=[O:41])[CH2:24][CH2:25][CH2:26][CH2:27][CH2:28][CH2:29][CH2:30][CH2:31][CH2:32][CH2:33][CH2:34][CH2:35][CH2:36][CH2:37][CH2:38][CH2:39][CH3:40]. The catalyst class is: 47. (4) Product: [NH2:17][C:16]1[O:25][CH:26]2[C:34]3[C:30](=[CH:29][CH:28]=[C:27]2[CH:7]([C:6]2[CH:5]=[C:4]([O:10][CH3:11])[C:3]([O:12][CH3:13])=[C:2]([Br:1])[CH:9]=2)[C:15]=1[C:14]#[N:18])[CH:31]=[CH:32][N:33]=3. Reactant: [Br:1][C:2]1[C:3]([O:12][CH3:13])=[C:4]([O:10][CH3:11])[CH:5]=[C:6]([CH:9]=1)[CH:7]=O.[C:14](#[N:18])[CH2:15][C:16]#[N:17].N1CCCCC1.[OH:25][C:26]1[CH:27]=[CH:28][CH:29]=[C:30]2[C:34]=1[NH:33][CH:32]=[CH:31]2. The catalyst class is: 8. (5) Reactant: [CH3:1][O:2][C:3]1[CH:8]=[CH:7][C:6]([CH2:9][N:10]2[C:19]3[C:14](=[CH:15][C:16]([C:20]4[CH:25]=[CH:24][C:23]([C:26]([F:29])([F:28])[F:27])=[CH:22][CH:21]=4)=[CH:17][CH:18]=3)[CH2:13][NH:12][C:11]2=[O:30])=[CH:5][CH:4]=1.[H-].[Na+].[CH3:33]I. The catalyst class is: 9. Product: [CH3:33][N:12]1[CH2:13][C:14]2[C:19](=[CH:18][CH:17]=[C:16]([C:20]3[CH:25]=[CH:24][C:23]([C:26]([F:29])([F:27])[F:28])=[CH:22][CH:21]=3)[CH:15]=2)[N:10]([CH2:9][C:6]2[CH:7]=[CH:8][C:3]([O:2][CH3:1])=[CH:4][CH:5]=2)[C:11]1=[O:30]. (6) Reactant: Br[C:2]1[CH:7]=[CH:6][C:5]([S:8]([N:11]2[CH2:25][CH2:24][C:14]3([O:19][CH2:18][C:17](=[O:20])[N:16]([CH:21]4[CH2:23][CH2:22]4)[CH2:15]3)[CH2:13][CH2:12]2)(=[O:10])=[O:9])=[CH:4][CH:3]=1.[F:26][C:27]1[CH:28]=[CH:29][CH:30]=[C:31]2[C:36]=1[CH:35]=[C:34](B1OC(C)(C)C(C)(C)O1)[CH:33]=[CH:32]2.C(=O)([O-])[O-].[K+].[K+]. Product: [CH:21]1([N:16]2[CH2:15][C:14]3([CH2:24][CH2:25][N:11]([S:8]([C:5]4[CH:6]=[CH:7][C:2]([C:34]5[CH:33]=[CH:32][C:31]6[C:36](=[C:27]([F:26])[CH:28]=[CH:29][CH:30]=6)[CH:35]=5)=[CH:3][CH:4]=4)(=[O:10])=[O:9])[CH2:12][CH2:13]3)[O:19][CH2:18][C:17]2=[O:20])[CH2:23][CH2:22]1. The catalyst class is: 368. (7) Reactant: [NH:1]1[C:9]2[C:4](=[CH:5][CH:6]=[CH:7][CH:8]=2)[CH:3]=[C:2]1[CH:10]([CH3:16])[C:11]([O:13][CH2:14][CH3:15])=[O:12].[N+:17]([O-])([O-:19])=[O:18].[Na+]. Product: [N+:17]([C:6]1[CH:5]=[C:4]2[C:9](=[CH:8][CH:7]=1)[NH:1][C:2]([CH:10]([CH3:16])[C:11]([O:13][CH2:14][CH3:15])=[O:12])=[CH:3]2)([O-:19])=[O:18]. The catalyst class is: 65. (8) Product: [C:1](=[S:3])([O:4][CH:11]1[CH2:20][CH2:19][C:14]2([O:18][CH2:17][CH2:16][O:15]2)[CH2:13][CH2:12]1)[CH3:2]. Reactant: [C:1]([O-:4])(=[S:3])[CH3:2].[K+].CS(O[CH:11]1[CH2:20][CH2:19][C:14]2([O:18][CH2:17][CH2:16][O:15]2)[CH2:13][CH2:12]1)(=O)=O. The catalyst class is: 550.